This data is from NCI-60 drug combinations with 297,098 pairs across 59 cell lines. The task is: Regression. Given two drug SMILES strings and cell line genomic features, predict the synergy score measuring deviation from expected non-interaction effect. (1) Drug 1: CC12CCC(CC1=CCC3C2CCC4(C3CC=C4C5=CN=CC=C5)C)O. Drug 2: C(CC(=O)O)C(=O)CN.Cl. Cell line: SF-295. Synergy scores: CSS=9.50, Synergy_ZIP=-6.46, Synergy_Bliss=-7.81, Synergy_Loewe=-6.09, Synergy_HSA=-5.98. (2) Drug 1: CC1=C(C=C(C=C1)C(=O)NC2=CC(=CC(=C2)C(F)(F)F)N3C=C(N=C3)C)NC4=NC=CC(=N4)C5=CN=CC=C5. Drug 2: C1=CC=C(C(=C1)C(C2=CC=C(C=C2)Cl)C(Cl)Cl)Cl. Cell line: U251. Synergy scores: CSS=2.30, Synergy_ZIP=-1.30, Synergy_Bliss=-3.13, Synergy_Loewe=-0.930, Synergy_HSA=-5.93. (3) Drug 1: C1C(C(OC1N2C=C(C(=O)NC2=O)F)CO)O. Cell line: NCI-H322M. Drug 2: CC1CCC2CC(C(=CC=CC=CC(CC(C(=O)C(C(C(=CC(C(=O)CC(OC(=O)C3CCCCN3C(=O)C(=O)C1(O2)O)C(C)CC4CCC(C(C4)OC)O)C)C)O)OC)C)C)C)OC. Synergy scores: CSS=0.750, Synergy_ZIP=3.15, Synergy_Bliss=4.11, Synergy_Loewe=-2.99, Synergy_HSA=-2.38. (4) Drug 1: CC(CN1CC(=O)NC(=O)C1)N2CC(=O)NC(=O)C2. Drug 2: B(C(CC(C)C)NC(=O)C(CC1=CC=CC=C1)NC(=O)C2=NC=CN=C2)(O)O. Cell line: OVCAR-4. Synergy scores: CSS=12.4, Synergy_ZIP=-2.98, Synergy_Bliss=1.62, Synergy_Loewe=2.42, Synergy_HSA=1.87. (5) Drug 2: CC1C(C(CC(O1)OC2CC(CC3=C2C(=C4C(=C3O)C(=O)C5=C(C4=O)C(=CC=C5)OC)O)(C(=O)CO)O)N)O.Cl. Cell line: HOP-62. Synergy scores: CSS=42.0, Synergy_ZIP=0.483, Synergy_Bliss=-0.600, Synergy_Loewe=-0.140, Synergy_HSA=1.19. Drug 1: CC(C)(C#N)C1=CC(=CC(=C1)CN2C=NC=N2)C(C)(C)C#N. (6) Drug 1: CN1C(=O)N2C=NC(=C2N=N1)C(=O)N. Drug 2: C1=NC2=C(N=C(N=C2N1C3C(C(C(O3)CO)O)F)Cl)N. Cell line: OVCAR-4. Synergy scores: CSS=-3.33, Synergy_ZIP=2.54, Synergy_Bliss=1.60, Synergy_Loewe=-6.61, Synergy_HSA=-4.95. (7) Drug 1: CC1C(C(=O)NC(C(=O)N2CCCC2C(=O)N(CC(=O)N(C(C(=O)O1)C(C)C)C)C)C(C)C)NC(=O)C3=C4C(=C(C=C3)C)OC5=C(C(=O)C(=C(C5=N4)C(=O)NC6C(OC(=O)C(N(C(=O)CN(C(=O)C7CCCN7C(=O)C(NC6=O)C(C)C)C)C)C(C)C)C)N)C. Drug 2: C1C(C(OC1N2C=NC3=C(N=C(N=C32)Cl)N)CO)O. Cell line: UACC62. Synergy scores: CSS=22.8, Synergy_ZIP=-0.858, Synergy_Bliss=-2.32, Synergy_Loewe=-4.23, Synergy_HSA=-0.425.